Predict the reaction yield, written as a fraction of the theoretical maximum amount of product (1.0 means a 100% yield; for example, 0.34 means a 34% yield). From a dataset of Reaction yield outcomes from USPTO patents with 853,638 reactions. (1) The reactants are Cl.[F:2][C:3]1[CH:8]=[C:7]([F:9])[CH:6]=[CH:5][C:4]=1[N:10]1[C:14]([N:15]2[N:24]=[C:23]3[C:17]([CH2:18][CH2:19][O:20][C:21]4[CH:28]=[CH:27][C:26]([C:29]5([CH2:35][OH:36])[CH2:34][CH2:33][NH:32][CH2:31][CH2:30]5)=[CH:25][C:22]=43)=[CH:16]2)=[N:13][CH:12]=[N:11]1.CCN(C(C)C)C(C)C.[CH:46]([S:48]([CH:51]=C)(=[O:50])=[O:49])=[CH2:47]. No catalyst specified. The product is [F:2][C:3]1[CH:8]=[C:7]([F:9])[CH:6]=[CH:5][C:4]=1[N:10]1[C:14]([N:15]2[N:24]=[C:23]3[C:17]([CH2:18][CH2:19][O:20][C:21]4[CH:28]=[CH:27][C:26]([C:29]5([CH2:35][OH:36])[CH2:30][CH2:31][N:32]([CH2:47][CH2:46][S:48]([CH3:51])(=[O:50])=[O:49])[CH2:33][CH2:34]5)=[CH:25][C:22]=43)=[CH:16]2)=[N:13][CH:12]=[N:11]1. The yield is 0.530. (2) The reactants are [C:1]([O:5][N:6]=[C:7]1[C:16]2[C:11](=[CH:12][CH:13]=[C:14]([OH:17])[CH:15]=2)[O:10][C:9]([C:18]2[N:23]=[CH:22][N:21]3[CH:24]=[CH:25][CH:26]=[C:20]3[CH:19]=2)=[CH:8]1)([CH3:4])([CH3:3])[CH3:2].[Cl:27][CH2:28][CH2:29]Cl. The catalyst is CN(C)C=O. The product is [C:1]([O:5][N:6]=[C:7]1[C:16]2[C:11](=[CH:12][CH:13]=[C:14]([O:17][CH2:29][CH2:28][Cl:27])[CH:15]=2)[O:10][C:9]([C:18]2[N:23]=[CH:22][N:21]3[CH:24]=[CH:25][CH:26]=[C:20]3[CH:19]=2)=[CH:8]1)([CH3:4])([CH3:2])[CH3:3]. The yield is 0.600. (3) The reactants are [S:1]1[C:5]2[CH:6]=[CH:7][CH:8]=[CH:9][C:4]=2[N:3]=[C:2]1[C:10]1[C:14]([CH2:15][CH2:16][CH2:17]Br)=[N:13][NH:12][C:11]=1[NH2:19].[CH3:20][NH2:21]. The catalyst is C1COCC1. The product is [S:1]1[C:5]2[CH:6]=[CH:7][CH:8]=[CH:9][C:4]=2[N:3]=[C:2]1[C:10]1[C:14]([CH2:15][CH2:16][CH2:17][NH:21][CH3:20])=[N:13][NH:12][C:11]=1[NH2:19]. The yield is 0.320.